Dataset: Catalyst prediction with 721,799 reactions and 888 catalyst types from USPTO. Task: Predict which catalyst facilitates the given reaction. Reactant: CS(O[CH2:6][C:7]1[CH:12]=[C:11]([N:13]2[CH2:18][CH2:17][O:16][CH2:15][CH2:14]2)[N:10]=[C:9]([C:19]2[CH:20]=[C:21]3[C:25](=[CH:26][CH:27]=2)[NH:24][CH:23]=[CH:22]3)[N:8]=1)(=O)=O.[CH3:28][O:29][C:30]1[CH:37]=[CH:36][C:33]([CH2:34][NH2:35])=[CH:32][CH:31]=1.CCN(C(C)C)C(C)C.CN1C(=O)CCC1. Product: [NH:24]1[C:25]2[C:21](=[CH:20][C:19]([C:9]3[N:8]=[C:7]([CH2:6][NH:35][CH2:34][C:33]4[CH:36]=[CH:37][C:30]([O:29][CH3:28])=[CH:31][CH:32]=4)[CH:12]=[C:11]([N:13]4[CH2:18][CH2:17][O:16][CH2:15][CH2:14]4)[N:10]=3)=[CH:27][CH:26]=2)[CH:22]=[CH:23]1. The catalyst class is: 2.